From a dataset of Forward reaction prediction with 1.9M reactions from USPTO patents (1976-2016). Predict the product of the given reaction. (1) Given the reactants [NH2:1][C:2]1[N:7]=[CH:6][N:5]=[C:4]2[N:8]([CH:12]([C:14]3[C:19]([C:20]4[CH:25]=[CH:24][CH:23]=[CH:22][CH:21]=4)=[N:18][N:17]([CH:26]([CH3:28])[CH3:27])[C:16](=[O:29])[CH:15]=3)[CH3:13])[N:9]=[C:10](I)[C:3]=12.[F:30][C:31]1[CH:32]=[C:33](B(O)O)[CH:34]=[C:35]([OH:37])[CH:36]=1, predict the reaction product. The product is: [NH2:1][C:2]1[N:7]=[CH:6][N:5]=[C:4]2[N:8]([CH:12]([C:14]3[C:19]([C:20]4[CH:25]=[CH:24][CH:23]=[CH:22][CH:21]=4)=[N:18][N:17]([CH:26]([CH3:28])[CH3:27])[C:16](=[O:29])[CH:15]=3)[CH3:13])[N:9]=[C:10]([C:33]3[CH:34]=[C:35]([OH:37])[CH:36]=[C:31]([F:30])[CH:32]=3)[C:3]=12. (2) Given the reactants [Cl:1][C:2]1[CH:3]=[C:4]([CH2:10][CH2:11][C:12]2([CH:20]3[CH2:24][CH2:23][CH2:22][CH2:21]3)[O:17][C:16](=[O:18])[CH2:15][C:14](=[O:19])[CH2:13]2)[CH:5]=[CH:6][C:7]=1[O:8][CH3:9].[CH3:25][C:26]1[N:27]([C:32]2[CH:39]=[CH:38][C:35]([CH:36]=O)=[CH:34][CH:33]=2)[C:28]([CH3:31])=[CH:29][CH:30]=1, predict the reaction product. The product is: [Cl:1][C:2]1[CH:3]=[C:4]([CH2:10][CH2:11][C:12]2([CH:20]3[CH2:24][CH2:23][CH2:22][CH2:21]3)[O:17][C:16](=[O:18])[C:15]([CH2:36][C:35]3[CH:34]=[CH:33][C:32]([N:27]4[C:28]([CH3:31])=[CH:29][CH:30]=[C:26]4[CH3:25])=[CH:39][CH:38]=3)=[C:14]([OH:19])[CH2:13]2)[CH:5]=[CH:6][C:7]=1[O:8][CH3:9]. (3) The product is: [N:15]1([CH2:2][C:3]([C:5]2[C:14]3[C:9](=[CH:10][CH:11]=[CH:12][CH:13]=3)[CH:8]=[CH:7][CH:6]=2)=[O:4])[C:19]2[CH:20]=[CH:21][CH:22]=[CH:23][C:18]=2[N:17]=[N:16]1. Given the reactants Br[CH2:2][C:3]([C:5]1[C:14]2[C:9](=[CH:10][CH:11]=[CH:12][CH:13]=2)[CH:8]=[CH:7][CH:6]=1)=[O:4].[NH:15]1[C:19]2[CH:20]=[CH:21][CH:22]=[CH:23][C:18]=2[N:17]=[N:16]1.C([O-])([O-])=O.[K+].[K+], predict the reaction product. (4) Given the reactants Br[CH:2]([C:4]1[CH:9]=[CH:8][C:7]([CH2:10][N:11]2[CH:15]=[CH:14][CH:13]=[N:12]2)=[CH:6][CH:5]=1)[CH3:3].[Cl:16][C:17]1[C:22]([CH2:23][NH:24][C:25]2[C:26]3[C:27](=[N:31][NH:32][CH:33]=3)[N:28]=[CH:29][N:30]=2)=[C:21]([F:34])[C:20]([O:35][CH3:36])=[CH:19][CH:18]=1.C(=O)([O-])[O-].[K+].[K+], predict the reaction product. The product is: [N:11]1([CH2:10][C:7]2[CH:8]=[CH:9][C:4]([CH:2]([N:32]3[CH:33]=[C:26]4[C:27]([N:28]=[CH:29][N:30]=[C:25]4[NH:24][CH2:23][C:22]4[C:17]([Cl:16])=[CH:18][CH:19]=[C:20]([O:35][CH3:36])[C:21]=4[F:34])=[N:31]3)[CH3:3])=[CH:5][CH:6]=2)[CH:15]=[CH:14][CH:13]=[N:12]1.[N:11]1([CH2:10][C:7]2[CH:8]=[CH:9][C:4]([CH:2]([N:31]3[C:27]4=[N:28][CH:29]=[N:30][C:25]([NH:24][CH2:23][C:22]5[C:17]([Cl:16])=[CH:18][CH:19]=[C:20]([O:35][CH3:36])[C:21]=5[F:34])=[C:26]4[CH:33]=[N:32]3)[CH3:3])=[CH:5][CH:6]=2)[CH:15]=[CH:14][CH:13]=[N:12]1. (5) Given the reactants [Cl:1][C:2]1[CH:3]=[C:4]2[N:12]([C@@H:13]([CH3:17])[CH2:14][O:15][CH3:16])[CH:11]=[C:10]([CH3:18])[C:5]2=[N:6][C:7]=1[O:8]C.C[S-].[Na+], predict the reaction product. The product is: [Cl:1][C:2]1[C:7](=[O:8])[NH:6][C:5]2[C:10]([CH3:18])=[CH:11][N:12]([C@@H:13]([CH3:17])[CH2:14][O:15][CH3:16])[C:4]=2[CH:3]=1. (6) Given the reactants [NH2:1][CH2:2][CH:3]1[CH2:8][CH2:7][CH2:6][N:5]([C:9]([O:11][C:12]([CH3:15])([CH3:14])[CH3:13])=[O:10])[CH2:4]1.[Cl:16][C:17]1[N:22]=[C:21](Cl)[C:20]([Cl:24])=[CH:19][N:18]=1, predict the reaction product. The product is: [Cl:16][C:17]1[N:22]=[C:21]([NH:1][CH2:2][CH:3]2[CH2:8][CH2:7][CH2:6][N:5]([C:9]([O:11][C:12]([CH3:15])([CH3:14])[CH3:13])=[O:10])[CH2:4]2)[C:20]([Cl:24])=[CH:19][N:18]=1. (7) The product is: [CH:1]1[C:10]2[C:5](=[CH:6][CH:7]=[CH:8][CH:9]=2)[CH:4]=[CH:3][C:2]=1[C:11]([CH2:12][CH2:13][CH:14]=[CH2:15])=[C:22]1[CH:26]=[CH:25][CH:24]=[CH:23]1. Given the reactants [CH:1]1[C:10]2[C:5](=[CH:6][CH:7]=[CH:8][CH:9]=2)[CH:4]=[CH:3][C:2]=1[C:11](=O)[CH2:12][CH2:13][CH:14]=[CH2:15].C1COCC1.[CH:22]1([Mg]Cl)[CH:26]=[CH:25][CH:24]=[CH:23]1.Cl, predict the reaction product. (8) Given the reactants [Br-:1].[Br-].[Br-].C([N+](C)(C)C)C1C=CC=CC=1.C([N+](C)(C)C)C1C=CC=CC=1.C([N+](C)(C)C)C1C=CC=CC=1.[CH3:37][O:38][C:39]1[CH:44]=[CH:43][C:42]([C:45]2[C:46]([CH3:58])=[N:47][O:48][C:49]=2[C:50]2[CH:55]=[CH:54][C:53]([OH:56])=[CH:52][C:51]=2[OH:57])=[CH:41][CH:40]=1.C(OCC)(=O)C, predict the reaction product. The product is: [Br:1][C:54]1[CH:55]=[C:50]([C:49]2[O:48][N:47]=[C:46]([CH3:58])[C:45]=2[C:42]2[CH:41]=[CH:40][C:39]([O:38][CH3:37])=[CH:44][CH:43]=2)[C:51]([OH:57])=[CH:52][C:53]=1[OH:56]. (9) Given the reactants [Cl:1][C:2]1[CH:3]=[C:4]([N:14]([CH2:22][C:23]2[CH:28]=[CH:27][C:26]([O:29][CH3:30])=[CH:25][CH:24]=2)[C:15]2[CH:20]=[CH:19][C:18]([CH3:21])=[CH:17][N:16]=2)[C:5]2[N:6]([C:8]([C:11]([OH:13])=O)=[CH:9][N:10]=2)[N:7]=1.Cl.CN(C)CCCN=C=NCC.ON1C2C=CC=CC=2N=N1.[N:53]1[CH:58]=[CH:57][C:56]([NH2:59])=[CH:55][CH:54]=1, predict the reaction product. The product is: [Cl:1][C:2]1[CH:3]=[C:4]([N:14]([CH2:22][C:23]2[CH:28]=[CH:27][C:26]([O:29][CH3:30])=[CH:25][CH:24]=2)[C:15]2[CH:20]=[CH:19][C:18]([CH3:21])=[CH:17][N:16]=2)[C:5]2[N:6]([C:8]([C:11]([NH:59][C:56]3[CH:57]=[CH:58][N:53]=[CH:54][CH:55]=3)=[O:13])=[CH:9][N:10]=2)[N:7]=1.